The task is: Regression/Classification. Given a drug SMILES string, predict its absorption, distribution, metabolism, or excretion properties. Task type varies by dataset: regression for continuous measurements (e.g., permeability, clearance, half-life) or binary classification for categorical outcomes (e.g., BBB penetration, CYP inhibition). Dataset: cyp2d6_veith.. This data is from CYP2D6 inhibition data for predicting drug metabolism from PubChem BioAssay. (1) The compound is Cc1ccn2cc(CSc3ccccc3N)nc2c1. The result is 1 (inhibitor). (2) The drug is CN1CCN(c2cc(-c3ccc(N(C)C)cc3)ncn2)CC1. The result is 0 (non-inhibitor). (3) The compound is COc1ccc(-c2cc(C3CCN(c4ccc(C(C)=O)cc4[N+](=O)[O-])CC3)[nH]n2)cc1. The result is 0 (non-inhibitor). (4) The molecule is CCC(C)[C@H](NC(=O)Nc1ccc(Oc2ccccc2)cc1)C(=O)O. The result is 0 (non-inhibitor). (5) The result is 0 (non-inhibitor). The molecule is Cc1cccc(C(=O)NNC(=O)C(=O)NC(C)(C)C)c1. (6) The molecule is COc1ccccc1CNc1ccnc(-c2ccccc2CN(C)C)n1. The result is 1 (inhibitor). (7) The compound is CN1CC[C@H](CN2c3ccccc3Sc3ccccc32)C1. The result is 1 (inhibitor).